This data is from CYP1A2 inhibition data for predicting drug metabolism from PubChem BioAssay. The task is: Regression/Classification. Given a drug SMILES string, predict its absorption, distribution, metabolism, or excretion properties. Task type varies by dataset: regression for continuous measurements (e.g., permeability, clearance, half-life) or binary classification for categorical outcomes (e.g., BBB penetration, CYP inhibition). Dataset: cyp1a2_veith. (1) The molecule is CCc1ccc(NC(=O)CC2C(=O)Nc3c2c(=O)n(C)c(=O)n3C)cc1. The result is 0 (non-inhibitor). (2) The compound is COc1ccc(NC(=O)N2CC[C@@]3(CCCN(C(=O)Oc4ccccc4)C3)C2)cc1. The result is 0 (non-inhibitor). (3) The compound is CCN(CC)CCn1c(=S)[nH]c2cc3c(cc2c1=O)OCO3. The result is 1 (inhibitor). (4) The compound is Cc1c(Br)c([N+](=O)[O-])nn1CC(=O)NCc1ccccn1. The result is 0 (non-inhibitor). (5) The molecule is C[C@@H](CCc1ccccc1)N[C@@H](C)[C@H](O)c1ccc(O)cc1. The result is 1 (inhibitor).